Predict the reaction yield, written as a fraction of the theoretical maximum amount of product (1.0 means a 100% yield; for example, 0.34 means a 34% yield). From a dataset of Reaction yield outcomes from USPTO patents with 853,638 reactions. The reactants are [C:1]([BH3-])#[N:2].[Na+].N[C:6]1[CH:7]=[C:8]2[C:13](=[CH:14][CH:15]=1)[C:11](=[O:12])[O:10][CH2:9]2.C=O.O.[C:19](O)(=O)C. The catalyst is C(#N)C. The product is [CH3:19][N:2]([CH3:1])[C:6]1[CH:7]=[C:8]2[C:13](=[CH:14][CH:15]=1)[C:11](=[O:12])[O:10][CH2:9]2. The yield is 0.660.